This data is from Reaction yield outcomes from USPTO patents with 853,638 reactions. The task is: Predict the reaction yield, written as a fraction of the theoretical maximum amount of product (1.0 means a 100% yield; for example, 0.34 means a 34% yield). (1) The reactants are [Br:1][C:2]1[CH:3]=[C:4]([CH:8]=O)[CH:5]=[N:6][CH:7]=1.[CH2:10]([S:12]([NH2:15])(=[O:14])=[O:13])[CH3:11].[F:16][C:17]1[CH:22]=[CH:21][C:20]([Mg]Br)=[CH:19][CH:18]=1. The yield is 0.530. The catalyst is C1(C)C=CC=CC=1.CC(C)[O-].[Ti+4].CC(C)[O-].CC(C)[O-].CC(C)[O-]. The product is [Br:1][C:2]1[CH:3]=[C:4]([CH:8]([C:20]2[CH:21]=[CH:22][C:17]([F:16])=[CH:18][CH:19]=2)[NH:15][S:12]([CH2:10][CH3:11])(=[O:14])=[O:13])[CH:5]=[N:6][CH:7]=1. (2) The reactants are [NH:1]1[CH2:6][CH2:5][O:4][CH2:3][CH2:2]1.Cl[C:8]1[CH:13]=[CH:12][C:11]([N+:14]([O-:16])=[O:15])=[CH:10][C:9]=1[O:17][CH3:18]. No catalyst specified. The product is [CH3:18][O:17][C:9]1[CH:10]=[C:11]([N+:14]([O-:16])=[O:15])[CH:12]=[CH:13][C:8]=1[N:1]1[CH2:6][CH2:5][O:4][CH2:3][CH2:2]1. The yield is 0.180. (3) The reactants are Cl[C:2]1[N:11]=[C:10]([NH:12][CH2:13][CH:14]([C:18]2[CH:23]=[CH:22][CH:21]=[CH:20][CH:19]=2)[CH:15]([CH3:17])[CH3:16])[C:9]2[C:4](=[CH:5][CH:6]=[CH:7][CH:8]=2)[N:3]=1.[CH3:24][N:25]([CH3:41])[C:26]1[CH:31]=[CH:30][C:29](B2OC(C)(C)C(C)(C)O2)=[CH:28][CH:27]=1.C1(C(C2C=CC=CN=2)CNC2C3C(=CC=CC=3)N=C(C3C=CC(NS(C)(=O)=O)=CC=3)N=2)C=CC=CC=1. The catalyst is C(Cl)(Cl)Cl.CO. The product is [CH3:24][N:25]([CH3:41])[C:26]1[CH:31]=[CH:30][C:29]([C:2]2[N:11]=[C:10]([NH:12][CH2:13][CH:14]([C:18]3[CH:23]=[CH:22][CH:21]=[CH:20][CH:19]=3)[CH:15]([CH3:17])[CH3:16])[C:9]3[C:4](=[CH:5][CH:6]=[CH:7][CH:8]=3)[N:3]=2)=[CH:28][CH:27]=1. The yield is 0.500. (4) The reactants are [C:1]([C:9]1[CH:18]=[C:17]2[C:12]([CH:13]=[CH:14][CH:15]=[C:16]2[N:19]2[CH2:24][CH2:23][N:22]([CH3:25])[CH2:21][CH2:20]2)=[CH:11][CH:10]=1)(=[O:8])[C:2]1[CH:7]=[CH:6][CH:5]=[CH:4][CH:3]=1.[C:26]1([Mg]Br)[CH:31]=[CH:30][CH:29]=[CH:28][CH:27]=1.[Cl-].[NH4+]. The catalyst is C1COCC1. The product is [C:2]1([C:1]([C:26]2[CH:31]=[CH:30][CH:29]=[CH:28][CH:27]=2)([OH:8])[C:9]2[CH:18]=[C:17]3[C:12]([CH:13]=[CH:14][CH:15]=[C:16]3[N:19]3[CH2:20][CH2:21][N:22]([CH3:25])[CH2:23][CH2:24]3)=[CH:11][CH:10]=2)[CH:3]=[CH:4][CH:5]=[CH:6][CH:7]=1. The yield is 0.920. (5) The reactants are [CH3:1][O:2][C:3](=[O:17])[C:4]1[CH:9]=[CH:8][C:7]([C:10]#[C:11][Si](C)(C)C)=[CH:6][C:5]=1[Cl:16].[F-].C([N+](CCCC)(CCCC)CCCC)CCC. The catalyst is C1COCC1. The product is [CH3:1][O:2][C:3](=[O:17])[C:4]1[CH:9]=[CH:8][C:7]([C:10]#[CH:11])=[CH:6][C:5]=1[Cl:16]. The yield is 0.480. (6) The yield is 0.860. The reactants are [CH3:1][O:2][C:3]1[CH:4]=[C:5]([NH:15][C:16]([NH2:18])=[S:17])[CH:6]=[C:7]([C:9]2[CH:14]=[CH:13][CH:12]=[CH:11][CH:10]=2)[CH:8]=1.BrBr. The product is [CH3:1][O:2][C:3]1[CH:8]=[C:7]([C:9]2[CH:14]=[CH:13][CH:12]=[CH:11][CH:10]=2)[C:6]2[S:17][C:16]([NH2:18])=[N:15][C:5]=2[CH:4]=1. The catalyst is C(Cl)(Cl)Cl. (7) The reactants are [CH3:1][C:2]1[CH:7]=[C:6]([C:8]2[CH:9]=[CH:10][C:11]3[N:17]4[CH2:18][C@H:14]([CH2:15][CH2:16]4)[NH:13][C:12]=3[N:19]=2)[CH:5]=[CH:4][N:3]=1.ClC(Cl)(O[C:24](=[O:30])OC(Cl)(Cl)Cl)Cl.C(N(CC)CC)C.[N:39]1[CH:44]=[CH:43][CH:42]=[CH:41][C:40]=1[C@@H:45]([NH2:47])[CH3:46]. The catalyst is O1CCCC1.ClCCl.CO. The product is [CH3:1][C:2]1[CH:7]=[C:6]([C:8]2[CH:9]=[CH:10][C:11]3[N:17]4[CH2:18][C@H:14]([CH2:15][CH2:16]4)[N:13]([C:24]([NH:47][C@H:45]([C:40]4[CH:41]=[CH:42][CH:43]=[CH:44][N:39]=4)[CH3:46])=[O:30])[C:12]=3[N:19]=2)[CH:5]=[CH:4][N:3]=1. The yield is 0.345. (8) The reactants are O.[OH-].[Li+].C[O:5][C:6]([C:8]1[CH:9]=[C:10]2[C:14](=[C:15]([C:17]3[S:21][C:20]4[CH:22]=[CH:23][CH:24]=[CH:25][C:19]=4[CH:18]=3)[CH:16]=1)[NH:13][N:12]=[CH:11]2)=[O:7]. The catalyst is O1CCOCC1.O. The product is [S:21]1[C:17]([C:15]2[CH:16]=[C:8]([C:6]([OH:7])=[O:5])[CH:9]=[C:10]3[C:14]=2[NH:13][N:12]=[CH:11]3)=[CH:18][C:19]2[CH:25]=[CH:24][CH:23]=[CH:22][C:20]1=2. The yield is 1.00.